Task: Predict the reactants needed to synthesize the given product.. Dataset: Full USPTO retrosynthesis dataset with 1.9M reactions from patents (1976-2016) (1) Given the product [CH3:1][C:2]1[CH:10]=[CH:9][C:5]([C:6]([O:8][CH3:20])=[O:7])=[CH:4][C:3]=1[B:11]1[O:12][C:13]([CH3:19])([CH3:18])[C:14]([CH3:17])([CH3:16])[O:15]1, predict the reactants needed to synthesize it. The reactants are: [CH3:1][C:2]1[CH:10]=[CH:9][C:5]([C:6]([OH:8])=[O:7])=[CH:4][C:3]=1[B:11]1[O:15][C:14]([CH3:17])([CH3:16])[C:13]([CH3:19])([CH3:18])[O:12]1.[CH3:20]O. (2) Given the product [C:34]([O:38][C:39]([N:41]1[CH2:46][CH2:45][N:44]([C:31](=[O:33])[CH2:30][CH2:29][CH2:28][CH2:27][CH2:26][CH2:25][CH2:24][CH2:23][CH2:22][CH2:21][NH:20][C:18]([O:17][C:13]([CH3:14])([CH3:15])[CH3:16])=[O:19])[CH2:43][CH2:42]1)=[O:40])([CH3:37])([CH3:35])[CH3:36], predict the reactants needed to synthesize it. The reactants are: C(N1C=CN=C1)(N1C=CN=C1)=O.[C:13]([O:17][C:18]([NH:20][CH2:21][CH2:22][CH2:23][CH2:24][CH2:25][CH2:26][CH2:27][CH2:28][CH2:29][CH2:30][C:31]([OH:33])=O)=[O:19])([CH3:16])([CH3:15])[CH3:14].[C:34]([O:38][C:39]([N:41]1[CH2:46][CH2:45][NH:44][CH2:43][CH2:42]1)=[O:40])([CH3:37])([CH3:36])[CH3:35]. (3) Given the product [CH2:8]([O:15][C:6](=[O:7])[NH:5][S:2]([NH:17][C:18]1[CH:47]=[CH:46][C:21]2[NH:22][C:23]([C:28]3[C:29](=[O:45])[C:30]([CH3:44])([CH2:39][CH2:40][CH:41]([CH3:43])[CH3:42])[C:31]4[C:36](=[CH:35][CH:34]=[CH:33][CH:32]=4)[C:37]=3[OH:38])=[N:24][S:25](=[O:27])(=[O:26])[C:20]=2[CH:19]=1)(=[O:4])=[O:3])[C:9]1[CH:14]=[CH:13][CH:12]=[CH:11][CH:10]=1, predict the reactants needed to synthesize it. The reactants are: Cl[S:2]([N:5]=[C:6]=[O:7])(=[O:4])=[O:3].[CH2:8]([OH:15])[C:9]1[CH:14]=[CH:13][CH:12]=[CH:11][CH:10]=1.Cl.[NH2:17][C:18]1[CH:47]=[CH:46][C:21]2[NH:22][C:23]([C:28]3[C:29](=[O:45])[C:30]([CH3:44])([CH2:39][CH2:40][CH:41]([CH3:43])[CH3:42])[C:31]4[C:36]([C:37]=3[OH:38])=[CH:35][CH:34]=[CH:33][CH:32]=4)=[N:24][S:25](=[O:27])(=[O:26])[C:20]=2[CH:19]=1.C(N(CC)CC)C. (4) Given the product [F:10][C:7]1[CH:6]=[C:3]2[C:4]([NH2:5])=[N:13][NH:12][C:2]2=[N:9][CH:8]=1, predict the reactants needed to synthesize it. The reactants are: Cl[C:2]1[N:9]=[CH:8][C:7]([F:10])=[CH:6][C:3]=1[C:4]#[N:5].O.[NH2:12][NH2:13].O. (5) Given the product [C:22]([O:21][C:20](=[O:26])[NH:19][CH2:16][C:17]#[C:18][C:2]1[CH:7]=[CH:6][C:5]([N+:8]([O-:10])=[O:9])=[CH:4][C:3]=1[C:11]1[O:15][CH:14]=[N:13][CH:12]=1)([CH3:25])([CH3:24])[CH3:23], predict the reactants needed to synthesize it. The reactants are: Br[C:2]1[CH:7]=[CH:6][C:5]([N+:8]([O-:10])=[O:9])=[CH:4][C:3]=1[C:11]1[O:15][CH:14]=[N:13][CH:12]=1.[CH2:16]([NH:19][C:20](=[O:26])[O:21][C:22]([CH3:25])([CH3:24])[CH3:23])[C:17]#[CH:18].O. (6) Given the product [CH2:1]([O:3][C:4]([C:5]1[S:28][C:27]([C:26]2[CH:25]=[CH:24][C:23]([C:22]([F:32])([F:21])[F:33])=[CH:31][CH:30]=2)=[N:29][C:6]=1[CH2:7][CH2:8][CH2:9][O:10][CH2:11][C:12]1[CH:17]=[CH:16][CH:15]=[CH:14][CH:13]=1)=[O:20])[CH3:2], predict the reactants needed to synthesize it. The reactants are: [CH2:1]([O:3][C:4](=[O:20])[CH:5](Cl)[C:6](=O)[CH2:7][CH2:8][CH2:9][O:10][CH2:11][C:12]1[CH:17]=[CH:16][CH:15]=[CH:14][CH:13]=1)[CH3:2].[F:21][C:22]([F:33])([F:32])[C:23]1[CH:31]=[CH:30][C:26]([C:27]([NH2:29])=[S:28])=[CH:25][CH:24]=1. (7) Given the product [Si:7]([O:6][CH2:5][CH2:4][CH2:3][C:2](=[CH2:14])[C:21]([C:20]1[CH:23]=[C:24]([C:28]2[CH:33]=[N:32][CH:31]=[N:30][CH:29]=2)[C:25]([F:27])=[CH:26][C:19]=1[F:18])=[O:22])([C:10]([CH3:13])([CH3:12])[CH3:11])([CH3:9])[CH3:8], predict the reactants needed to synthesize it. The reactants are: Br[C:2](=[CH2:14])[CH2:3][CH2:4][CH2:5][O:6][Si:7]([C:10]([CH3:13])([CH3:12])[CH3:11])([CH3:9])[CH3:8].[Mg].II.[F:18][C:19]1[CH:26]=[C:25]([F:27])[C:24]([C:28]2[CH:29]=[N:30][CH:31]=[N:32][CH:33]=2)=[CH:23][C:20]=1[CH:21]=[O:22]. (8) The reactants are: [CH:1]12[CH2:7][CH:4]([CH:5]=[CH:6]1)[CH2:3][CH:2]2[NH:8][C:9]([NH:11][NH2:12])=[S:10].[O:13]1[CH2:18][CH2:17][N:16]([C:19]2[CH:26]=[CH:25][C:22]([CH:23]=O)=[CH:21][C:20]=2[N+:27]([O-:29])=[O:28])[CH2:15][CH2:14]1. Given the product [CH:1]12[CH2:7][CH:4]([CH:5]=[CH:6]1)[CH2:3][CH:2]2[NH:8][C:9](=[S:10])[NH:11][N:12]=[CH:23][C:22]1[CH:25]=[CH:26][C:19]([N:16]2[CH2:15][CH2:14][O:13][CH2:18][CH2:17]2)=[C:20]([N+:27]([O-:29])=[O:28])[CH:21]=1, predict the reactants needed to synthesize it. (9) Given the product [NH2:30][CH2:31][CH2:32][CH2:33][CH2:34][C@H:35]([NH:39][C:68](=[O:70])[CH2:67][C:57]1[C:66]2[C:61](=[CH:62][CH:63]=[CH:64][CH:65]=2)[CH:60]=[CH:59][CH:58]=1)[C:36]([NH:1][C:2]1[CH:3]=[CH:4][C:5]([CH2:6][N:7]([CH:15]2[CH2:20][CH2:19][CH2:18][CH2:17][CH2:16]2)[C:8]([C:10]2[O:11][CH:12]=[CH:13][CH:14]=2)=[O:9])=[CH:21][CH:22]=1)=[O:37], predict the reactants needed to synthesize it. The reactants are: [NH2:1][C:2]1[CH:22]=[CH:21][C:5]([CH2:6][N:7]([CH:15]2[CH2:20][CH2:19][CH2:18][CH2:17][CH2:16]2)[C:8]([C:10]2[O:11][CH:12]=[CH:13][CH:14]=2)=[O:9])=[CH:4][CH:3]=1.C(OC([NH:30][CH2:31][CH2:32][CH2:33][CH2:34][C@H:35]([NH:39]C(OCC1C2C=CC=CC=2C2C1=CC=CC=2)=O)[C:36](O)=[O:37])=O)(C)(C)C.[C:57]1([CH2:67][C:68]([OH:70])=O)[C:66]2[C:61](=[CH:62][CH:63]=[CH:64][CH:65]=2)[CH:60]=[CH:59][CH:58]=1.